Task: Predict the reactants needed to synthesize the given product.. Dataset: Full USPTO retrosynthesis dataset with 1.9M reactions from patents (1976-2016) Given the product [Br-:38].[CH3:1][NH+:2]1[C:6]2=[CH:7][C:8]3[CH2:9][CH2:10][N:11]([CH2:37][C:34]4[CH:35]=[CH:36][C:31]([C:27]([CH3:30])([CH3:29])[CH3:28])=[CH:32][CH:33]=4)[CH:12]([CH2:15][CH2:16][CH2:17][CH2:18][CH2:19][CH2:20][CH2:21][CH2:22][CH2:23][CH2:24][CH3:25])[C:13]=3[CH:14]=[C:5]2[O:4][C:3]1=[O:26], predict the reactants needed to synthesize it. The reactants are: [CH3:1][N:2]1[C:6]2=[CH:7][C:8]3[CH2:9][CH2:10][N:11]=[C:12]([CH2:15][CH2:16][CH2:17][CH2:18][CH2:19][CH2:20][CH2:21][CH2:22][CH2:23][CH2:24][CH3:25])[C:13]=3[CH:14]=[C:5]2[O:4][C:3]1=[O:26].[C:27]([C:31]1[CH:36]=[CH:35][C:34]([CH2:37][Br:38])=[CH:33][CH:32]=1)([CH3:30])([CH3:29])[CH3:28].